This data is from Catalyst prediction with 721,799 reactions and 888 catalyst types from USPTO. The task is: Predict which catalyst facilitates the given reaction. (1) Reactant: I.[C@H:2]1([NH:11][C:12]2[CH:21]=[CH:20][C:19]3[C:14](=[CH:15][CH:16]=[C:17]([NH:22][C:23](=[NH:26])SC)[CH:18]=3)[N:13]=2)[C:10]2[C:5](=[CH:6][CH:7]=[CH:8][CH:9]=2)[CH2:4][CH2:3]1.[NH:27]1[CH2:32][CH2:31][O:30][CH2:29][CH2:28]1. Product: [C@H:2]1([NH:11][C:12]2[CH:21]=[CH:20][C:19]3[C:14](=[CH:15][CH:16]=[C:17]([NH:22][C:23]([N:27]4[CH2:32][CH2:31][O:30][CH2:29][CH2:28]4)=[NH:26])[CH:18]=3)[N:13]=2)[C:10]2[C:5](=[CH:6][CH:7]=[CH:8][CH:9]=2)[CH2:4][CH2:3]1. The catalyst class is: 8. (2) Reactant: [NH2:1][CH:2]([C:19]1[CH:24]=[CH:23][C:22]([Cl:25])=[CH:21][CH:20]=1)[C:3]1[N:7]([CH:8]([CH3:10])[CH3:9])[C:6]([CH:11]2[CH2:15][CH2:14][O:13][CH2:12]2)=[N:5][C:4]=1[C:16](O)=[O:17]. Product: [Cl:25][C:22]1[CH:21]=[CH:20][C:19]([CH:2]2[C:3]3[N:7]([CH:8]([CH3:10])[CH3:9])[C:6]([CH:11]4[CH2:15][CH2:14][O:13][CH2:12]4)=[N:5][C:4]=3[C:16](=[O:17])[NH:1]2)=[CH:24][CH:23]=1. The catalyst class is: 326. (3) Reactant: [F:1][C:2]1[CH:3]=[C:4]([NH2:21])[CH:5]=[CH:6][C:7]=1[O:8][C:9]1[C:10]2[N:17]([CH:18]([CH3:20])[CH3:19])[CH:16]=[CH:15][C:11]=2[N:12]=[CH:13][N:14]=1.[C:22]1([CH2:28][C:29]([N:31]=[C:32]=[S:33])=[O:30])[CH:27]=[CH:26][CH:25]=[CH:24][CH:23]=1. Product: [F:1][C:2]1[CH:3]=[C:4]([NH:21][C:32]([NH:31][C:29](=[O:30])[CH2:28][C:22]2[CH:23]=[CH:24][CH:25]=[CH:26][CH:27]=2)=[S:33])[CH:5]=[CH:6][C:7]=1[O:8][C:9]1[C:10]2[N:17]([CH:18]([CH3:19])[CH3:20])[CH:16]=[CH:15][C:11]=2[N:12]=[CH:13][N:14]=1. The catalyst class is: 1.